Dataset: Reaction yield outcomes from USPTO patents with 853,638 reactions. Task: Predict the reaction yield, written as a fraction of the theoretical maximum amount of product (1.0 means a 100% yield; for example, 0.34 means a 34% yield). (1) The reactants are C(C1NC=CN=1)(C1[NH:4]C=CN=1)=O.[CH3:13][C:14]1[CH:35]=[CH:34][CH:33]=[CH:32][C:15]=1[CH2:16][O:17][C:18]1[CH:23]=[CH:22][C:21]([CH:24]([C:29]#[C:30][CH3:31])[CH2:25][C:26](O)=[O:27])=[CH:20][CH:19]=1.[NH4+].[OH-].Cl. The catalyst is C1COCC1.O. The product is [CH3:13][C:14]1[CH:35]=[CH:34][CH:33]=[CH:32][C:15]=1[CH2:16][O:17][C:18]1[CH:23]=[CH:22][C:21]([CH:24]([C:29]#[C:30][CH3:31])[CH2:25][C:26]([NH2:4])=[O:27])=[CH:20][CH:19]=1. The yield is 0.700. (2) The reactants are [NH2:1][C:2]1[C:3]([C:9]([O:11]C)=[O:10])=[N:4][C:5]([Br:8])=[CH:6][CH:7]=1.[Li+].[OH-].Cl. The catalyst is C1COCC1.CO. The product is [NH2:1][C:2]1[C:3]([C:9]([OH:11])=[O:10])=[N:4][C:5]([Br:8])=[CH:6][CH:7]=1. The yield is 0.970. (3) The reactants are ON1C2C=CC=CC=2N=N1.Cl.CN(C)CCCN=C=NCC.Cl.[CH3:24][NH:25][O:26][CH3:27].C(N(CC)CC)C.[CH2:35]([O:37][C:38]1[CH:39]=[C:40]([C:47]2[S:48][CH:49]=[C:50]([CH2:52][CH2:53][C:54]([OH:56])=O)[N:51]=2)[CH:41]=[CH:42][C:43]=1[O:44][CH2:45][CH3:46])[CH3:36]. The catalyst is ClCCl.O. The product is [CH2:35]([O:37][C:38]1[CH:39]=[C:40]([C:47]2[S:48][CH:49]=[C:50]([CH2:52][CH2:53][C:54]([N:25]([O:26][CH3:27])[CH3:24])=[O:56])[N:51]=2)[CH:41]=[CH:42][C:43]=1[O:44][CH2:45][CH3:46])[CH3:36]. The yield is 0.680. (4) The reactants are [S:1]1[CH:6]=[CH:5][C:4](=[O:7])[CH2:3][CH2:2]1.C(N(CC)CC)C.FC(F)(F)S(O[Si:21]([C:24]([CH3:27])([CH3:26])[CH3:25])([CH3:23])[CH3:22])(=O)=O. The catalyst is C(Cl)Cl. The product is [O:7]([C:4]1[CH:3]=[CH:2][S:1][CH2:6][CH:5]=1)[Si:21]([C:24]([CH3:27])([CH3:26])[CH3:25])([CH3:23])[CH3:22]. The yield is 0.610.